Dataset: Peptide-MHC class I binding affinity with 185,985 pairs from IEDB/IMGT. Task: Regression. Given a peptide amino acid sequence and an MHC pseudo amino acid sequence, predict their binding affinity value. This is MHC class I binding data. (1) The peptide sequence is IRTDSGNIL. The MHC is HLA-A01:01 with pseudo-sequence HLA-A01:01. The binding affinity (normalized) is 0.0847. (2) The peptide sequence is KRDKKKEYNE. The MHC is HLA-B27:05 with pseudo-sequence HLA-B27:05. The binding affinity (normalized) is 0.0902. (3) The peptide sequence is VILNYIPVL. The MHC is HLA-A03:01 with pseudo-sequence HLA-A03:01. The binding affinity (normalized) is 0.0847. (4) The peptide sequence is SKLRALLTL. The MHC is HLA-A02:12 with pseudo-sequence HLA-A02:12. The binding affinity (normalized) is 0.0847.